Dataset: NCI-60 drug combinations with 297,098 pairs across 59 cell lines. Task: Regression. Given two drug SMILES strings and cell line genomic features, predict the synergy score measuring deviation from expected non-interaction effect. (1) Drug 1: CN1C2=C(C=C(C=C2)N(CCCl)CCCl)N=C1CCCC(=O)O.Cl. Drug 2: CC1CCC2CC(C(=CC=CC=CC(CC(C(=O)C(C(C(=CC(C(=O)CC(OC(=O)C3CCCCN3C(=O)C(=O)C1(O2)O)C(C)CC4CCC(C(C4)OC)O)C)C)O)OC)C)C)C)OC. Cell line: T-47D. Synergy scores: CSS=-3.05, Synergy_ZIP=2.82, Synergy_Bliss=3.94, Synergy_Loewe=-0.0582, Synergy_HSA=-1.22. (2) Drug 1: C(CC(=O)O)C(=O)CN.Cl. Drug 2: C1CC(=O)NC(=O)C1N2C(=O)C3=CC=CC=C3C2=O. Cell line: MOLT-4. Synergy scores: CSS=14.3, Synergy_ZIP=3.98, Synergy_Bliss=6.47, Synergy_Loewe=-0.971, Synergy_HSA=3.14. (3) Cell line: A549. Synergy scores: CSS=1.80, Synergy_ZIP=-2.00, Synergy_Bliss=-6.21, Synergy_Loewe=-10.7, Synergy_HSA=-7.52. Drug 1: CNC(=O)C1=CC=CC=C1SC2=CC3=C(C=C2)C(=NN3)C=CC4=CC=CC=N4. Drug 2: CC(C)CN1C=NC2=C1C3=CC=CC=C3N=C2N. (4) Drug 1: CC(C)(C#N)C1=CC(=CC(=C1)CN2C=NC=N2)C(C)(C)C#N. Drug 2: C1=NC2=C(N=C(N=C2N1C3C(C(C(O3)CO)O)F)Cl)N. Cell line: CAKI-1. Synergy scores: CSS=22.0, Synergy_ZIP=-1.40, Synergy_Bliss=1.67, Synergy_Loewe=-14.9, Synergy_HSA=-3.97. (5) Drug 1: CN(CC1=CN=C2C(=N1)C(=NC(=N2)N)N)C3=CC=C(C=C3)C(=O)NC(CCC(=O)O)C(=O)O. Drug 2: C1C(C(OC1N2C=NC(=NC2=O)N)CO)O. Cell line: SF-539. Synergy scores: CSS=10.7, Synergy_ZIP=-14.8, Synergy_Bliss=-22.6, Synergy_Loewe=-40.0, Synergy_HSA=-22.4.